Task: Predict the reaction yield, written as a fraction of the theoretical maximum amount of product (1.0 means a 100% yield; for example, 0.34 means a 34% yield).. Dataset: Reaction yield outcomes from USPTO patents with 853,638 reactions The reactants are [CH3:1][C:2]([C:4]1[CH:12]=[CH:11][C:9]([OH:10])=[C:6]([O:7][CH3:8])[CH:5]=1)=[O:3].N1C=CN=C1.[CH3:18][C:19]([Si:22](Cl)([CH3:24])[CH3:23])([CH3:21])[CH3:20]. The catalyst is C1COCC1. The product is [C:19]([Si:22]([CH3:24])([CH3:23])[O:10][C:9]1[CH:11]=[CH:12][C:4]([C:2](=[O:3])[CH3:1])=[CH:5][C:6]=1[O:7][CH3:8])([CH3:21])([CH3:20])[CH3:18]. The yield is 0.792.